Dataset: NCI-60 drug combinations with 297,098 pairs across 59 cell lines. Task: Regression. Given two drug SMILES strings and cell line genomic features, predict the synergy score measuring deviation from expected non-interaction effect. (1) Drug 1: C1CN1C2=NC(=NC(=N2)N3CC3)N4CC4. Drug 2: C1=CC(=C2C(=C1NCCNCCO)C(=O)C3=C(C=CC(=C3C2=O)O)O)NCCNCCO. Cell line: ACHN. Synergy scores: CSS=69.7, Synergy_ZIP=2.09, Synergy_Bliss=2.38, Synergy_Loewe=4.40, Synergy_HSA=7.08. (2) Drug 1: CN(C)N=NC1=C(NC=N1)C(=O)N. Drug 2: CC1=C2C(C(=O)C3(C(CC4C(C3C(C(C2(C)C)(CC1OC(=O)C(C(C5=CC=CC=C5)NC(=O)C6=CC=CC=C6)O)O)OC(=O)C7=CC=CC=C7)(CO4)OC(=O)C)O)C)OC(=O)C. Cell line: UACC62. Synergy scores: CSS=29.2, Synergy_ZIP=-12.8, Synergy_Bliss=-12.5, Synergy_Loewe=-54.3, Synergy_HSA=-11.7. (3) Drug 1: CC1=C(N=C(N=C1N)C(CC(=O)N)NCC(C(=O)N)N)C(=O)NC(C(C2=CN=CN2)OC3C(C(C(C(O3)CO)O)O)OC4C(C(C(C(O4)CO)O)OC(=O)N)O)C(=O)NC(C)C(C(C)C(=O)NC(C(C)O)C(=O)NCCC5=NC(=CS5)C6=NC(=CS6)C(=O)NCCC[S+](C)C)O. Drug 2: C1CN(CCN1C(=O)CCBr)C(=O)CCBr. Cell line: HCC-2998. Synergy scores: CSS=31.5, Synergy_ZIP=-5.96, Synergy_Bliss=-1.62, Synergy_Loewe=3.62, Synergy_HSA=4.50. (4) Drug 1: CC1OCC2C(O1)C(C(C(O2)OC3C4COC(=O)C4C(C5=CC6=C(C=C35)OCO6)C7=CC(=C(C(=C7)OC)O)OC)O)O. Drug 2: CN1C2=C(C=C(C=C2)N(CCCl)CCCl)N=C1CCCC(=O)O.Cl. Cell line: U251. Synergy scores: CSS=58.2, Synergy_ZIP=-1.19, Synergy_Bliss=1.71, Synergy_Loewe=-8.97, Synergy_HSA=4.43. (5) Drug 1: CS(=O)(=O)OCCCCOS(=O)(=O)C. Drug 2: C1CN(P(=O)(OC1)NCCCl)CCCl. Cell line: LOX IMVI. Synergy scores: CSS=5.41, Synergy_ZIP=-2.32, Synergy_Bliss=-0.818, Synergy_Loewe=-6.20, Synergy_HSA=-2.13. (6) Drug 1: C1=CC(=CC=C1CCCC(=O)O)N(CCCl)CCCl. Drug 2: C1=NC2=C(N=C(N=C2N1C3C(C(C(O3)CO)O)F)Cl)N. Cell line: PC-3. Synergy scores: CSS=17.5, Synergy_ZIP=-11.5, Synergy_Bliss=-10.2, Synergy_Loewe=-5.81, Synergy_HSA=-4.82.